Dataset: Full USPTO retrosynthesis dataset with 1.9M reactions from patents (1976-2016). Task: Predict the reactants needed to synthesize the given product. (1) Given the product [C:1]([O:5][C:6]([N:8]1[CH2:12][CH:11]([O:13][C:14]2[CH:19]=[CH:18][CH:17]=[CH:16][CH:15]=2)[CH:10]2[N:20]([C:23](=[O:45])[CH:24]([NH:28][C:29](=[O:44])[CH:30]([NH:32][CH3:33])[CH3:31])[CH:25]([CH3:27])[CH3:26])[CH2:21][CH2:22][CH:9]12)=[O:7])([CH3:2])([CH3:4])[CH3:3], predict the reactants needed to synthesize it. The reactants are: [C:1]([O:5][C:6]([N:8]1[CH2:12][CH:11]([O:13][C:14]2[CH:19]=[CH:18][CH:17]=[CH:16][CH:15]=2)[CH:10]2[N:20]([C:23](=[O:45])[CH:24]([NH:28][C:29](=[O:44])[CH:30]([N:32](C(OCC3C=CC=CC=3)=O)[CH3:33])[CH3:31])[CH:25]([CH3:27])[CH3:26])[CH2:21][CH2:22][CH:9]12)=[O:7])([CH3:4])([CH3:3])[CH3:2]. (2) Given the product [CH2:10]([O:11][C:7]([C:6]1[O:22][C:21]([C:15]2[CH:20]=[CH:19][CH:18]=[CH:17][CH:16]=2)=[C:23]([C:25]2[CH:30]=[CH:29][CH:28]=[CH:27][CH:26]=2)[N:3]=1)=[O:31])[CH3:9], predict the reactants needed to synthesize it. The reactants are: C([N:3]([CH2:6][CH3:7])CC)C.C[CH2:9][C:10](C(Cl)=O)=[O:11].[C:15]1([C:21]([CH:23]([C:25]2[CH:30]=[CH:29][CH:28]=[CH:27][CH:26]=2)O)=[O:22])[CH:20]=[CH:19][CH:18]=[CH:17][CH:16]=1.[O:31]1CCCC1.